This data is from Catalyst prediction with 721,799 reactions and 888 catalyst types from USPTO. The task is: Predict which catalyst facilitates the given reaction. (1) Reactant: [CH:1]1([CH2:6][C@H:7]([OH:28])[CH2:8]OS(C2C(C(C)C)=CC(C(C)C)=CC=2C(C)C)(=O)=O)[CH2:5][CH2:4][CH2:3][CH2:2]1.[Cl:29][C:30]1[C:38]([Cl:39])=[CH:37][C:33]2[N:34]=[CH:35][NH:36][C:32]=2[CH:31]=1.C([O-])([O-])=O.[K+].[K+]. Product: [CH:1]1([CH2:6][C@H:7]([OH:28])[CH2:8][N:34]2[C:33]3[CH:37]=[C:38]([Cl:39])[C:30]([Cl:29])=[CH:31][C:32]=3[N:36]=[CH:35]2)[CH2:2][CH2:3][CH2:4][CH2:5]1. The catalyst class is: 3. (2) Reactant: [F:1][C:2]1[CH:31]=[CH:30][C:5]([CH2:6][N:7]2[CH2:22][CH:21]([CH2:23][CH2:24][N:25](OC)[CH3:26])[N:10]3[C:11](=[O:20])[N:12]([CH:17]([CH3:19])[CH3:18])[C:13](=[O:16])[C:14]([OH:15])=[C:9]3[C:8]2=[O:29])=[CH:4][CH:3]=1. Product: [F:1][C:2]1[CH:3]=[CH:4][C:5]([CH2:6][N:7]2[CH2:22][CH:21]([CH2:23][CH2:24][NH:25][CH3:26])[N:10]3[C:11](=[O:20])[N:12]([CH:17]([CH3:19])[CH3:18])[C:13](=[O:16])[C:14]([OH:15])=[C:9]3[C:8]2=[O:29])=[CH:30][CH:31]=1. The catalyst class is: 5. (3) Reactant: COC1C=C(OC)C=CC=1C[N:6]1[C:15]2[C:10](=[N:11][CH:12]=[C:13]([CH3:16])[N:14]=2)[N:9]([C:17]([NH:19][CH:20]([C:23]2[CH:28]=[CH:27][C:26]([O:29][C:30]([F:33])([F:32])[F:31])=[CH:25][CH:24]=2)[CH2:21][CH3:22])=[O:18])[CH2:8][C:7]1=[O:34].FC(F)(F)C(O)=O.[OH-].[Na+]. Product: [CH3:16][C:13]1[N:14]=[C:15]2[NH:6][C:7](=[O:34])[CH2:8][N:9]([C:17]([NH:19][CH:20]([C:23]3[CH:28]=[CH:27][C:26]([O:29][C:30]([F:31])([F:33])[F:32])=[CH:25][CH:24]=3)[CH2:21][CH3:22])=[O:18])[C:10]2=[N:11][CH:12]=1. The catalyst class is: 6. (4) Reactant: [NH2:1][CH2:2][CH2:3][O:4][CH2:5][CH2:6][OH:7].Br[CH2:9][C:10]([O:12][C:13]([CH3:16])([CH3:15])[CH3:14])=[O:11].C(N(CC)CC)C. Product: [OH:7][CH2:6][CH2:5][O:4][CH2:3][CH2:2][NH:1][CH2:9][C:10]([O:12][C:13]([CH3:16])([CH3:15])[CH3:14])=[O:11]. The catalyst class is: 1. (5) Reactant: [Br:1][C:2]1[CH:3]=[C:4]([CH:8]2[CH2:10][O:9]2)[CH:5]=[CH:6][CH:7]=1.[N:11]([Si](C)(C)C)=[N+:12]=[N-:13].CC(C)[O-].[Al+3].CC(C)[O-].CC(C)[O-].C(C(C(C([O-])=O)O)O)([O-])=O.[K+].[Na+]. Product: [N:11]([CH:8]([C:4]1[CH:5]=[CH:6][CH:7]=[C:2]([Br:1])[CH:3]=1)[CH2:10][OH:9])=[N+:12]=[N-:13]. The catalyst class is: 2. (6) Reactant: C(N[C:5]1[CH:10]=[C:9]([O:11][C:12]2[C:17]([F:18])=[CH:16][C:15]([NH:19][C:20]([C:22]3([C:25]([NH:27][C:28]4[CH:33]=[CH:32][C:31]([F:34])=[CH:30][CH:29]=4)=[O:26])[CH2:24][CH2:23]3)=[O:21])=[C:14]([F:35])[CH:13]=2)[CH:8]=[CH:7][N:6]=1)(=O)C.[C:36](=[O:43])([O:38][C:39]([CH3:42])([CH3:41])[CH3:40])[NH2:37].CC1(C)C2C(=C(P(C3C=CC=CC=3)C3C=CC=CC=3)C=CC=2)OC2C(P(C3C=CC=CC=3)C3C=CC=CC=3)=CC=CC1=2.C(=O)([O-])[O-].[Cs+].[Cs+]. Product: [F:18][C:17]1[CH:16]=[C:15]([NH:19][C:20]([C:22]2([C:25](=[O:26])[NH:27][C:28]3[CH:29]=[CH:30][C:31]([F:34])=[CH:32][CH:33]=3)[CH2:24][CH2:23]2)=[O:21])[C:14]([F:35])=[CH:13][C:12]=1[O:11][C:9]1[CH:10]=[CH:5][N:6]=[C:7]([NH:37][C:36](=[O:43])[O:38][C:39]([CH3:42])([CH3:41])[CH3:40])[CH:8]=1. The catalyst class is: 62. (7) Reactant: [CH2:1]([C:3]1[N:8]=[C:7]([CH3:9])[C:6]2[C:10]([C:29]3[CH:34]=[CH:33][CH:32]=[CH:31][CH:30]=3)=[N:11][N:12]([CH2:13][C:14]3[CH:19]=[CH:18][C:17]([C:20]4[CH:24]=[CH:23][S:22][C:21]=4[S:25]([OH:28])(=O)=[O:26])=[CH:16][CH:15]=3)[C:5]=2[CH:4]=1)[CH3:2].[CH3:35][C:36]1[C:37]([N-:42]COCCOC)=[N:38][O:39][C:40]=1[CH3:41].Cl.C(=O)(O)[O-].[Na+]. Product: [CH3:35][C:36]1[C:37]([NH:42][S:25]([C:21]2[S:22][CH:23]=[CH:24][C:20]=2[C:17]2[CH:16]=[CH:15][C:14]([CH2:13][N:12]3[C:5]4[CH:4]=[C:3]([CH2:1][CH3:2])[N:8]=[C:7]([CH3:9])[C:6]=4[C:10]([C:29]4[CH:30]=[CH:31][CH:32]=[CH:33][CH:34]=4)=[N:11]3)=[CH:19][CH:18]=2)(=[O:26])=[O:28])=[N:38][O:39][C:40]=1[CH3:41]. The catalyst class is: 97. (8) Reactant: C([O:5][CH2:6][C@H:7]([CH3:20])[C@H:8]([O:18][CH3:19])[C@@H:9]([CH3:17])[C@@H:10]([O:15][CH3:16])/[CH:11]=[CH:12]/[CH:13]=[CH2:14])(C)(C)C.C[O-].[Na+]. Product: [CH3:19][O:18][C@H:8]([C@@H:9]([CH3:17])[C@@H:10]([O:15][CH3:16])/[CH:11]=[CH:12]/[CH:13]=[CH2:14])[C@@H:7]([CH3:20])[CH2:6][OH:5]. The catalyst class is: 5. (9) Reactant: CC1(C)[O:6][C:5](=[CH:7][C:8]([N:10]([CH2:12][CH2:13][CH2:14][C:15]2[CH:20]=[CH:19][C:18]([F:21])=[CH:17][CH:16]=2)[CH3:11])=[O:9])[C:4](=[O:22])O1.[CH2:24]=O.[NH2:26][CH2:27][CH2:28][N:29]1[CH2:34][CH2:33][O:32][CH2:31][CH2:30]1. Product: [F:21][C:18]1[CH:17]=[CH:16][C:15]([CH2:14][CH2:13][CH2:12][N:10]([CH3:11])[C:8]([C:7]2[CH2:24][N:26]([CH2:27][CH2:28][N:29]3[CH2:34][CH2:33][O:32][CH2:31][CH2:30]3)[C:4](=[O:22])[C:5]=2[OH:6])=[O:9])=[CH:20][CH:19]=1. The catalyst class is: 5. (10) Reactant: [O-]S([O-])=O.[Na+:5].[Na+].C([O-])(O)=O.[Na+].[Br:12][C:13]1[CH:14]=[CH:15][C:16]([O:23][CH3:24])=[C:17]([S:19](Cl)(=[O:21])=[O:20])[CH:18]=1. Product: [Br:12][C:13]1[CH:14]=[CH:15][C:16]([O:23][CH3:24])=[C:17]([S:19]([O-:21])=[O:20])[CH:18]=1.[Na+:5]. The catalyst class is: 127.